From a dataset of TCR-epitope binding with 47,182 pairs between 192 epitopes and 23,139 TCRs. Binary Classification. Given a T-cell receptor sequence (or CDR3 region) and an epitope sequence, predict whether binding occurs between them. (1) The epitope is YLNTLTLAV. Result: 1 (the TCR binds to the epitope). The TCR CDR3 sequence is CASSLAGLAGDYEQYF. (2) The epitope is SQASSRSSSR. The TCR CDR3 sequence is CASSSAGTQETQYF. Result: 0 (the TCR does not bind to the epitope). (3) The epitope is MLNIPSINV. The TCR CDR3 sequence is CASSYSGGDGYTF. Result: 0 (the TCR does not bind to the epitope). (4) The epitope is FLNGSCGSV. The TCR CDR3 sequence is CASAGGNQPQHF. Result: 0 (the TCR does not bind to the epitope). (5) The TCR CDR3 sequence is CATPKTGVGFDYGYTF. Result: 1 (the TCR binds to the epitope). The epitope is KLSYGIATV. (6) The epitope is EEHVQIHTI. The TCR CDR3 sequence is CASSPRTSPYNEQFF. Result: 1 (the TCR binds to the epitope). (7) The TCR CDR3 sequence is CASRTSGSTDTQYF. The epitope is TLIGDCATV. Result: 1 (the TCR binds to the epitope).